Dataset: Peptide-MHC class I binding affinity with 185,985 pairs from IEDB/IMGT. Task: Regression. Given a peptide amino acid sequence and an MHC pseudo amino acid sequence, predict their binding affinity value. This is MHC class I binding data. (1) The peptide sequence is LMWLSYFVA. The MHC is HLA-A02:02 with pseudo-sequence HLA-A02:02. The binding affinity (normalized) is 0.381. (2) The peptide sequence is ALLMLAISLV. The MHC is H-2-Kb with pseudo-sequence H-2-Kb. The binding affinity (normalized) is 0. (3) The peptide sequence is AENLWVTVA. The MHC is Mamu-A11 with pseudo-sequence Mamu-A11. The binding affinity (normalized) is 0.621. (4) The peptide sequence is NLDISSVQL. The MHC is HLA-A02:06 with pseudo-sequence HLA-A02:06. The binding affinity (normalized) is 0.308.